Dataset: Catalyst prediction with 721,799 reactions and 888 catalyst types from USPTO. Task: Predict which catalyst facilitates the given reaction. (1) Reactant: C(=O)([O-])[O-].[K+].[K+].[C:7]1([CH:14]=[CH:13][CH:12]=[C:10]([OH:11])[CH:9]=1)[OH:8].Br[CH2:16][C:17]1[CH:18]=[C:19]([CH:22]=[CH:23][CH:24]=1)[C:20]#[N:21]. Product: [OH:8][C:7]1[CH:9]=[C:10]([CH:12]=[CH:13][CH:14]=1)[O:11][CH2:16][C:17]1[CH:18]=[C:19]([CH:22]=[CH:23][CH:24]=1)[C:20]#[N:21]. The catalyst class is: 10. (2) Reactant: [C:1]([O:5][C:6]([NH:8][C@@H:9]([C:13]1[CH:18]=[CH:17][CH:16]=[CH:15][CH:14]=1)[C:10]([OH:12])=O)=[O:7])([CH3:4])(C)C.CN(C)C1C=CN=CC=1.[C:28]1([CH3:38])[CH:33]=[CH:32][C:31](S(O)(=O)=O)=CC=1.C(N=C=NC(C)C)(C)C.[C:48]([N:55]1[CH2:60][CH2:59][NH:58][CH2:57][CH2:56]1)([O:50][C:51]([CH3:54])([CH3:53])[CH3:52])=[O:49]. Product: [CH2:1]([O:5][C:6]([NH:8][C@@H:9]([C:13]1[CH:14]=[CH:15][CH:16]=[CH:17][CH:18]=1)[C:10]([N:58]1[CH2:57][CH2:56][N:55]([C:48]([O:50][C:51]([CH3:54])([CH3:53])[CH3:52])=[O:49])[CH2:60][CH2:59]1)=[O:12])=[O:7])[C:4]1[CH:31]=[CH:32][CH:33]=[CH:28][CH:38]=1. The catalyst class is: 4.